From a dataset of Catalyst prediction with 721,799 reactions and 888 catalyst types from USPTO. Predict which catalyst facilitates the given reaction. (1) Reactant: [C:1]([C:3]1[CH:12]=[CH:11][C:6]([C:7]([O:9][CH3:10])=[O:8])=[CH:5][CH:4]=1)#[N:2].[C:13]([Cl:16])(=[O:15])[CH3:14]. Product: [ClH:16].[CH2:13]([O:15][C:1](=[NH:2])[C:3]1[CH:12]=[CH:11][C:6]([C:7]([O:9][CH3:10])=[O:8])=[CH:5][CH:4]=1)[CH3:14]. The catalyst class is: 14. (2) Reactant: [NH:1]1[CH2:6][CH2:5][CH2:4][CH2:3][CH2:2]1.[CH3:7][C:8]1([CH3:16])[CH2:13][CH:12]([CH3:14])[CH2:11][C:10](=O)[CH2:9]1.S([O-])([O-])(=O)=O.[Mg+2]. Product: [CH3:7][C:8]1([CH3:16])[CH2:13][CH:12]([CH3:14])[CH2:11][CH:10]([N:1]2[CH2:6][CH2:5][CH2:4][CH2:3][CH2:2]2)[CH2:9]1. The catalyst class is: 244.